This data is from Forward reaction prediction with 1.9M reactions from USPTO patents (1976-2016). The task is: Predict the product of the given reaction. (1) Given the reactants [C:1]1([C@@H:7](NC[C@@H](CCC)CC(O)=O)[CH3:8])[CH:6]=[CH:5][CH:4]=[CH:3][CH:2]=1.C([O:22][CH2:23][CH3:24])(=O)C.Cl, predict the reaction product. The product is: [CH:1]1[CH:6]=[C:5]2[CH:4]=[CH:24][C:23]([OH:22])=[C:7]([C:1]3[C:2]4[C:3](=[CH:8][CH:7]=[CH:23][CH:24]=4)[CH:4]=[CH:5][C:6]=3[OH:22])[C:8]2=[CH:3][CH:2]=1. (2) Given the reactants [CH2:1]([O:8][C:9]1[C:18]([CH3:19])=[C:17]2[C:12]([C:13](=[O:22])[C:14]([CH:20]=O)=[CH:15][O:16]2)=[CH:11][CH:10]=1)[C:2]1[CH:7]=[CH:6][CH:5]=[CH:4][CH:3]=1.[CH2:23]([O:25][C:26]([C:28]#[C:29][C:30]([O:32][CH2:33]C)=[O:31])=[O:27])C.C1(P(C2C=CC=CC=2)C2C=CC=CC=2)C=CC=CC=1.[NH2:54][CH2:55][CH2:56][C:57]1[C:65]2[C:60](=[CH:61][CH:62]=[CH:63][CH:64]=2)[NH:59][CH:58]=1, predict the reaction product. The product is: [CH2:1]([O:8][C:9]1[CH:10]=[CH:11][C:12]([C:13]([C:14]2[CH:20]=[C:29]([C:30]([O:32][CH3:33])=[O:31])[C:28]3([C:26]([O:25][CH3:23])=[O:27])[N:54]([CH2:55][CH2:56][C:57]4[C:65]5[C:60](=[CH:61][CH:62]=[CH:63][CH:64]=5)[NH:59][C:58]=43)[CH:15]=2)=[O:22])=[C:17]([OH:16])[C:18]=1[CH3:19])[C:2]1[CH:7]=[CH:6][CH:5]=[CH:4][CH:3]=1. (3) Given the reactants [Cl:1][C:2]1[C:3]([NH:12][S:13]([C:16]2[CH:25]=[CH:24][C:19]([C:20]([O:22][CH3:23])=[O:21])=[CH:18][CH:17]=2)(=[O:15])=[O:14])=[N:4][CH:5]=[C:6]([C:8]([F:11])([F:10])[F:9])[CH:7]=1.Br[CH2:27][CH2:28][CH:29]1[CH2:34][CH2:33][CH2:32][CH2:31][CH2:30]1, predict the reaction product. The product is: [Cl:1][C:2]1[C:3]([N:12]([CH2:27][CH2:28][CH:29]2[CH2:34][CH2:33][CH2:32][CH2:31][CH2:30]2)[S:13]([C:16]2[CH:25]=[CH:24][C:19]([C:20]([O:22][CH3:23])=[O:21])=[CH:18][CH:17]=2)(=[O:15])=[O:14])=[N:4][CH:5]=[C:6]([C:8]([F:11])([F:9])[F:10])[CH:7]=1. (4) Given the reactants [C:1]([Si:5]([C:32]1[CH:37]=[CH:36][CH:35]=[CH:34][CH:33]=1)([C:26]1[CH:31]=[CH:30][CH:29]=[CH:28][CH:27]=1)[O:6][CH2:7][CH:8]([C:10]1[CH:15]=[CH:14][C:13]([O:16][CH2:17][C:18]2[CH:23]=[CH:22][C:21]([Cl:24])=[C:20]([Cl:25])[CH:19]=2)=[CH:12][CH:11]=1)[OH:9])([CH3:4])([CH3:3])[CH3:2].[CH3:38][O:39][C:40](=[O:59])[C@@H:41]([NH:51][C:52]([O:54][C:55]([CH3:58])([CH3:57])[CH3:56])=[O:53])[CH2:42][C:43]1[CH:48]=[CH:47][C:46](O)=[C:45]([Br:50])[CH:44]=1.C1(P(C2C=CC=CC=2)C2C=CC=CC=2)C=CC=CC=1.CC(OC(/N=N/C(OC(C)C)=O)=O)C, predict the reaction product. The product is: [CH3:38][O:39][C:40](=[O:59])[C@@H:41]([NH:51][C:52]([O:54][C:55]([CH3:57])([CH3:56])[CH3:58])=[O:53])[CH2:42][C:43]1[CH:48]=[CH:47][C:46]([O:9][CH:8]([C:10]2[CH:11]=[CH:12][C:13]([O:16][CH2:17][C:18]3[CH:23]=[CH:22][C:21]([Cl:24])=[C:20]([Cl:25])[CH:19]=3)=[CH:14][CH:15]=2)[CH2:7][O:6][Si:5]([C:1]([CH3:4])([CH3:2])[CH3:3])([C:32]2[CH:37]=[CH:36][CH:35]=[CH:34][CH:33]=2)[C:26]2[CH:27]=[CH:28][CH:29]=[CH:30][CH:31]=2)=[C:45]([Br:50])[CH:44]=1.